This data is from Full USPTO retrosynthesis dataset with 1.9M reactions from patents (1976-2016). The task is: Predict the reactants needed to synthesize the given product. Given the product [F:33][CH:2]1[CH2:19][N:18]([C:20]([O:22][C:23]([CH3:26])([CH3:25])[CH3:24])=[O:21])[CH2:17][CH2:16][C:3]21[C:7](=[O:8])[N:6]([C:9]1[CH2:10][O:11][C:12](=[O:15])[C:13]=1[CH3:14])[CH2:5][CH2:4]2, predict the reactants needed to synthesize it. The reactants are: O[CH:2]1[CH2:19][N:18]([C:20]([O:22][C:23]([CH3:26])([CH3:25])[CH3:24])=[O:21])[CH2:17][CH2:16][C:3]21[C:7](=[O:8])[N:6]([C:9]1[CH2:10][O:11][C:12](=[O:15])[C:13]=1[CH3:14])[CH2:5][CH2:4]2.CCN(S(F)(F)[F:33])CC.